From a dataset of Reaction yield outcomes from USPTO patents with 853,638 reactions. Predict the reaction yield, written as a fraction of the theoretical maximum amount of product (1.0 means a 100% yield; for example, 0.34 means a 34% yield). (1) The reactants are [NH2:1][C@H:2]([C:10]([OH:12])=[O:11])[CH2:3][CH2:4][CH2:5][NH:6][C:7](=[NH:9])[NH2:8].[CH2:13]([O:15][C@@H:16]([CH2:20][C:21]1[CH:26]=[CH:25][C:24]([O:27][CH2:28][CH2:29][N:30]2[C:43]3[CH:42]=[CH:41][CH:40]=[CH:39][C:38]=3[O:37][C:36]3[C:31]2=[CH:32][CH:33]=[CH:34][CH:35]=3)=[CH:23][CH:22]=1)[C:17]([OH:19])=[O:18])[CH3:14]. The catalyst is O. The product is [NH2:1][C@H:2]([C:10]([OH:12])=[O:11])[CH2:3][CH2:4][CH2:5][NH:6][C:7](=[NH:8])[NH2:9].[CH2:13]([O:15][C@@H:16]([CH2:20][C:21]1[CH:22]=[CH:23][C:24]([O:27][CH2:28][CH2:29][N:30]2[C:43]3[CH:42]=[CH:41][CH:40]=[CH:39][C:38]=3[O:37][C:36]3[C:31]2=[CH:32][CH:33]=[CH:34][CH:35]=3)=[CH:25][CH:26]=1)[C:17]([O-:19])=[O:18])[CH3:14]. The yield is 0.910. (2) The catalyst is CO.CC(OC)(C)C.O. The product is [OH:57][C:54]1[CH:55]=[CH:56][C:51]([CH2:50][CH2:49][S:1][C@@H:7]([CH2:11][C:12]2[CH:17]=[CH:16][C:15]([CH2:18][CH2:19][O:20][C:21]3[CH:26]=[CH:25][C:24]([O:27][S:28]([CH3:31])(=[O:30])=[O:29])=[CH:23][CH:22]=3)=[CH:14][CH:13]=2)[C:8]([O-:10])=[O:9])=[CH:52][CH:53]=1.[C:61]([NH3+:65])([CH3:64])([CH3:63])[CH3:62]. The reactants are [S:1](=O)(=O)(O)O.Cl[CH:7]([CH2:11][C:12]1[CH:17]=[CH:16][C:15]([CH2:18][CH2:19][O:20][C:21]2[CH:26]=[CH:25][C:24]([O:27][S:28]([CH3:31])(=[O:30])=[O:29])=[CH:23][CH:22]=2)=[CH:14][CH:13]=1)[C:8]([O-:10])=[O:9].[NH4+].C(OC)(OC)OC.C(O[CH2:49][CH2:50][C:51]1[CH:56]=[CH:55][C:54]([OH:57])=[CH:53][CH:52]=1)(=S)C1C=CC=CC=1.C[O-].[Na+].[C:61]([NH2:65])([CH3:64])([CH3:63])[CH3:62]. The yield is 0.240. (3) The reactants are Br[C:2]1[N:3]=[C:4]2[CH:10]=[CH:9][N:8]([S:11]([C:14]3[CH:20]=[CH:19][C:17]([CH3:18])=[CH:16][CH:15]=3)(=[O:13])=[O:12])[C:5]2=[N:6][CH:7]=1.[CH:21](/B(O)O)=[CH:22]\[C:23]1[CH:28]=[CH:27][CH:26]=[CH:25][CH:24]=1.C([O-])([O-])=O.[Na+].[Na+]. The catalyst is C1COCC1.O.C(Cl)Cl.C1C=CC(P(C2C=CC=CC=2)[C-]2C=CC=C2)=CC=1.C1C=CC(P(C2C=CC=CC=2)[C-]2C=CC=C2)=CC=1.Cl[Pd]Cl.[Fe+2]. The product is [CH:21](/[C:2]1[N:3]=[C:4]2[CH:10]=[CH:9][N:8]([S:11]([C:14]3[CH:20]=[CH:19][C:17]([CH3:18])=[CH:16][CH:15]=3)(=[O:13])=[O:12])[C:5]2=[N:6][CH:7]=1)=[CH:22]\[C:23]1[CH:28]=[CH:27][CH:26]=[CH:25][CH:24]=1. The yield is 0.360. (4) The product is [O:1]=[C:2]1[N:7]([C:19]2[CH:24]=[CH:23][N:22]=[C:21]([C:25]([F:28])([F:27])[F:26])[CH:20]=2)[CH:6]2[CH:4]([CH2:5]2)[N:3]1[C:8]([O:10][CH2:11][C:12]1[CH:17]=[CH:16][CH:15]=[CH:14][CH:13]=1)=[O:9]. The catalyst is C1C=CC(/C=C/C(/C=C/C2C=CC=CC=2)=O)=CC=1.C1C=CC(/C=C/C(/C=C/C2C=CC=CC=2)=O)=CC=1.C1C=CC(/C=C/C(/C=C/C2C=CC=CC=2)=O)=CC=1.[Pd].[Pd].O1CCOCC1. The yield is 0.740. The reactants are [O:1]=[C:2]1[NH:7][CH:6]2[CH:4]([CH2:5]2)[N:3]1[C:8]([O:10][CH2:11][C:12]1[CH:17]=[CH:16][CH:15]=[CH:14][CH:13]=1)=[O:9].Br[C:19]1[CH:24]=[CH:23][N:22]=[C:21]([C:25]([F:28])([F:27])[F:26])[CH:20]=1.CC1(C)C2C(=C(P(C3C=CC=CC=3)C3C=CC=CC=3)C=CC=2)OC2C(P(C3C=CC=CC=3)C3C=CC=CC=3)=CC=CC1=2.C(=O)([O-])[O-].[Cs+].[Cs+].